This data is from Reaction yield outcomes from USPTO patents with 853,638 reactions. The task is: Predict the reaction yield, written as a fraction of the theoretical maximum amount of product (1.0 means a 100% yield; for example, 0.34 means a 34% yield). The reactants are [CH2:1]([N:8](C)[CH2:9][C:10]1([CH3:36])[CH2:14][C:13]2[C:15]([CH3:35])=[C:16]([N:21]3[CH2:26][CH2:25][N:24]([C:27]4[CH:32]=[CH:31][C:30]([O:33][CH3:34])=[CH:29][CH:28]=4)[CH2:23][CH2:22]3)[C:17]([CH3:20])=[C:18]([CH3:19])[C:12]=2[O:11]1)C1C=CC=CC=1. The catalyst is [C].[Pd].C(OCC)(=O)C. The product is [CH3:34][O:33][C:30]1[CH:29]=[CH:28][C:27]([N:24]2[CH2:23][CH2:22][N:21]([C:16]3[C:17]([CH3:20])=[C:18]([CH3:19])[C:12]4[O:11][C:10]([CH2:9][NH:8][CH3:1])([CH3:36])[CH2:14][C:13]=4[C:15]=3[CH3:35])[CH2:26][CH2:25]2)=[CH:32][CH:31]=1. The yield is 0.320.